This data is from Reaction yield outcomes from USPTO patents with 853,638 reactions. The task is: Predict the reaction yield, written as a fraction of the theoretical maximum amount of product (1.0 means a 100% yield; for example, 0.34 means a 34% yield). (1) The reactants are [CH3:1][C:2]1[CH:3]=[CH:4][C:5]([C:8](=O)[CH2:9][O:10][C:11]2[CH:16]=[C:15]([CH3:17])[CH:14]=[C:13]([CH3:18])[C:12]=2[CH3:19])=[N:6][CH:7]=1. The catalyst is C(OCC)(=O)C.CCCCCC. The product is [CH3:1][C:2]1[CH:3]=[CH:4][C:5]([C:8]2[C:16]3[C:15]([CH3:17])=[CH:14][C:13]([CH3:18])=[C:12]([CH3:19])[C:11]=3[O:10][CH:9]=2)=[N:6][CH:7]=1. The yield is 0.870. (2) The reactants are [NH2:1][C:2]1[S:3][C:4]2[CH:10]=[C:9]([C:11](OCC)=[O:12])[CH:8]=[CH:7][C:5]=2[N:6]=1.[H-].[H-].[H-].[H-].[Li+].[Al+3]. The catalyst is C1COCC1. The product is [NH2:1][C:2]1[S:3][C:4]2[CH:10]=[C:9]([CH2:11][OH:12])[CH:8]=[CH:7][C:5]=2[N:6]=1. The yield is 0.460. (3) The yield is 0.800. The catalyst is C(OCC)(=O)C.CO.[Pd]. The product is [CH3:1][O:2][C:3](=[O:44])[C@H:4]([CH:41]([CH3:42])[CH3:43])[NH:5][S:6]([C:9]1[CH:10]=[CH:11][C:12]([C:15]2[CH:16]=[CH:17][C:18]([NH:21][C:22]([C:24]3[O:25][C:26]4[CH:32]=[CH:31][CH:30]=[C:29]([OH:33])[C:27]=4[CH:28]=3)=[O:23])=[CH:19][CH:20]=2)=[CH:13][CH:14]=1)(=[O:7])=[O:8]. The reactants are [CH3:1][O:2][C:3](=[O:44])[C@H:4]([CH:41]([CH3:43])[CH3:42])[NH:5][S:6]([C:9]1[CH:14]=[CH:13][C:12]([C:15]2[CH:20]=[CH:19][C:18]([NH:21][C:22]([C:24]3[O:25][C:26]4[CH:32]=[CH:31][CH:30]=[C:29]([O:33]CC5C=CC=CC=5)[C:27]=4[CH:28]=3)=[O:23])=[CH:17][CH:16]=2)=[CH:11][CH:10]=1)(=[O:8])=[O:7]. (4) The reactants are [F:1][C:2]1[CH:26]=[CH:25][C:5]([CH2:6][O:7][CH2:8][C:9]([NH:11][CH2:12][CH2:13][CH2:14][O:15][C:16]2[CH:21]=[CH:20][C:19]([N+:22]([O-])=O)=[CH:18][CH:17]=2)=[O:10])=[CH:4][CH:3]=1.NC1C=CC(CCCNC(=O)COCC2C=CC(F)=CC=2)=CC=1. The catalyst is CO.[Pd]. The product is [NH2:22][C:19]1[CH:18]=[CH:17][C:16]([O:15][CH2:14][CH2:13][CH2:12][NH:11][C:9](=[O:10])[CH2:8][O:7][CH2:6][C:5]2[CH:25]=[CH:26][C:2]([F:1])=[CH:3][CH:4]=2)=[CH:21][CH:20]=1. The yield is 0.830. (5) The reactants are C(OC(=O)[NH:7][CH:8]([CH2:23][N:24]([CH:34]([C:38]1[N:47]([CH2:48][C:49]2[CH:54]=[CH:53][CH:52]=[CH:51][CH:50]=2)[C:46](=[O:55])[C:45]2[C:40](=[CH:41][C:42]([Cl:56])=[CH:43][CH:44]=2)[N:39]=1)[CH:35]([CH3:37])[CH3:36])[C:25]([C:27]1[CH:32]=[CH:31][C:30]([CH3:33])=[CH:29][CH:28]=1)=O)[CH2:9][CH2:10][CH2:11][NH:12][C:13]([O:15][CH2:16][C:17]1[CH:22]=[CH:21][CH:20]=[CH:19][CH:18]=1)=[O:14])(C)(C)C. The catalyst is C(Cl)Cl.C(O)(C(F)(F)F)=O. The product is [CH2:16]([O:15][C:13](=[O:14])[NH:12][CH2:11][CH2:10][CH2:9][C@H:8]1[CH2:23][N:24]([C@@H:34]([C:38]2[N:47]([CH2:48][C:49]3[CH:50]=[CH:51][CH:52]=[CH:53][CH:54]=3)[C:46](=[O:55])[C:45]3[C:40](=[CH:41][C:42]([Cl:56])=[CH:43][CH:44]=3)[N:39]=2)[CH:35]([CH3:37])[CH3:36])[C:25]([C:27]2[CH:32]=[CH:31][C:30]([CH3:33])=[CH:29][CH:28]=2)=[N:7]1)[C:17]1[CH:22]=[CH:21][CH:20]=[CH:19][CH:18]=1. The yield is 0.400. (6) The reactants are C([Li:5])CCC.[C:6]1([Si:12]([NH:15][Si:16]([CH3:24])([CH3:23])[C:17]2[CH:22]=[CH:21][CH:20]=[CH:19][CH:18]=2)([CH3:14])[CH3:13])[CH:11]=[CH:10][CH:9]=[CH:8][CH:7]=1. The catalyst is CCCCCC. The product is [C:17]1([Si:16]([N-:15][Si:12]([CH3:14])([CH3:13])[C:6]2[CH:11]=[CH:10][CH:9]=[CH:8][CH:7]=2)([CH3:24])[CH3:23])[CH:18]=[CH:19][CH:20]=[CH:21][CH:22]=1.[Li+:5]. The yield is 0.861. (7) The catalyst is C1COCC1.CO.[Ni]. The product is [NH2:25][C:12]1[CH:13]=[C:14]([C:21]([O:23][CH3:24])=[O:22])[C:15]([S:17]([CH3:20])(=[O:18])=[O:19])=[CH:16][C:11]=1[N:8]1[CH2:7][CH2:6][N:5]([C:28]([O:30][C:31]([CH3:32])([CH3:33])[CH3:34])=[O:29])[C@H:4]([CH:1]([CH3:2])[CH3:3])[C:9]1=[O:10]. The reactants are [CH:1]([C@@H:4]1[C:9](=[O:10])[N:8]([C:11]2[CH:16]=[C:15]([S:17]([CH3:20])(=[O:19])=[O:18])[C:14]([C:21]([O:23][CH3:24])=[O:22])=[CH:13][C:12]=2[N+:25]([O-])=O)[CH2:7][CH2:6][N:5]1[C:28]([O:30][C:31]([CH3:34])([CH3:33])[CH3:32])=[O:29])([CH3:3])[CH3:2]. The yield is 1.00.